This data is from Catalyst prediction with 721,799 reactions and 888 catalyst types from USPTO. The task is: Predict which catalyst facilitates the given reaction. (1) Reactant: [Cl:1][C:2]1[CH:7]=[CH:6][C:5]([CH:8]([O:13][CH3:14])[CH2:9][CH2:10][CH2:11][OH:12])=[CH:4][CH:3]=1.CC(C)=[O:17].OS(O)(=O)=O.O=[Cr](=O)=O.O. Product: [Cl:1][C:2]1[CH:3]=[CH:4][C:5]([CH:8]([O:13][CH3:14])[CH2:9][CH2:10][C:11]([OH:17])=[O:12])=[CH:6][CH:7]=1. The catalyst class is: 21. (2) Reactant: Cl[C:2]1[C:3](=[O:24])[N:4]([CH2:14][C:15]2[CH:20]=[CH:19][C:18]([N:21]([CH3:23])[CH3:22])=[CH:17][CH:16]=2)[C:5](=[O:13])[C:6]=1[C:7]1[CH:12]=[CH:11][CH:10]=[CH:9][CH:8]=1.[CH3:25][O:26][C:27]1[CH:33]=[CH:32][C:30]([NH2:31])=[CH:29][CH:28]=1. Product: [CH3:22][N:21]([CH3:23])[C:18]1[CH:19]=[CH:20][C:15]([CH2:14][N:4]2[C:5](=[O:13])[C:6]([C:7]3[CH:12]=[CH:11][CH:10]=[CH:9][CH:8]=3)=[C:2]([NH:31][C:30]3[CH:32]=[CH:33][C:27]([O:26][CH3:25])=[CH:28][CH:29]=3)[C:3]2=[O:24])=[CH:16][CH:17]=1. The catalyst class is: 3. (3) Reactant: Cl[C:2]1[N:3]([C@@H:15]2[O:21][C@H:20]([CH2:22][OH:23])[C@@H:18]([OH:19])[C@H:16]2[OH:17])[C:4]2[C:9]([C:10]=1[C:11]#[N:12])=[CH:8][C:7]([Cl:13])=[C:6]([Cl:14])[CH:5]=2.[CH3:24][O-:25].[Na+]. Product: [Cl:13][C:7]1[CH:8]=[C:9]2[C:4](=[CH:5][C:6]=1[Cl:14])[N:3]([C@@H:15]1[O:21][C@H:20]([CH2:22][OH:23])[C@@H:18]([OH:19])[C@H:16]1[OH:17])[C:2]([O:25][CH3:24])=[C:10]2[C:11]#[N:12]. The catalyst class is: 5.